From a dataset of Full USPTO retrosynthesis dataset with 1.9M reactions from patents (1976-2016). Predict the reactants needed to synthesize the given product. (1) The reactants are: [CH2:1]([O:8][C:9]1[CH:10]=[C:11]([CH:14]=[C:15]([O:25][CH2:26][C:27]2[CH:32]=[CH:31][CH:30]=[CH:29][CH:28]=2)[C:16]=1[O:17][CH2:18][C:19]1[CH:24]=[CH:23][CH:22]=[CH:21][CH:20]=1)[CH2:12][OH:13])[C:2]1[CH:7]=[CH:6][CH:5]=[CH:4][CH:3]=1.[Cr](Cl)([O-])(=O)=O.[NH+]1C=CC=CC=1. Given the product [CH2:1]([O:8][C:9]1[CH:10]=[C:11]([CH:14]=[C:15]([O:25][CH2:26][C:27]2[CH:32]=[CH:31][CH:30]=[CH:29][CH:28]=2)[C:16]=1[O:17][CH2:18][C:19]1[CH:20]=[CH:21][CH:22]=[CH:23][CH:24]=1)[CH:12]=[O:13])[C:2]1[CH:3]=[CH:4][CH:5]=[CH:6][CH:7]=1, predict the reactants needed to synthesize it. (2) Given the product [CH2:3]([O:10][C@H:11]([C@@H:16]([CH2:17][O:18][C:19](=[O:21])[CH3:20])[OH:15])[C@H:12]([O:22][C:23](=[O:25])[CH3:24])[C@@H:13]([OH:26])[CH:14]=[O:1])[C:4]1[CH:9]=[CH:8][CH:7]=[CH:6][CH:5]=1, predict the reactants needed to synthesize it. The reactants are: [OH2:1].Br.[CH2:3]([O:10][C@@H:11]1[C@@H:16]([CH2:17][O:18][C:19](=[O:21])[CH3:20])[O:15][CH:14]=[CH:13][C@H:12]1[O:22][C:23](=[O:25])[CH3:24])[C:4]1[CH:9]=[CH:8][CH:7]=[CH:6][CH:5]=1.[OH2:26].C(=O)(O)[O-].[Na+]. (3) Given the product [Br:1][C:2]1[CH:7]=[CH:6][C:5]([S:8]([N:11]([CH2:12][C@H:13]2[CH2:18][CH2:17][C@H:16]([CH2:19][NH:20][C:21]3[N:30]=[C:29]([N:31]([CH3:33])[CH3:32])[C:28]4[C:23](=[CH:24][CH:25]=[CH:26][CH:27]=4)[N:22]=3)[CH2:15][CH2:14]2)[CH3:42])(=[O:10])=[O:9])=[C:4]([O:34][C:35]([F:36])([F:37])[F:38])[CH:3]=1, predict the reactants needed to synthesize it. The reactants are: [Br:1][C:2]1[CH:7]=[CH:6][C:5]([S:8]([NH:11][CH2:12][C@H:13]2[CH2:18][CH2:17][C@H:16]([CH2:19][NH:20][C:21]3[N:30]=[C:29]([N:31]([CH3:33])[CH3:32])[C:28]4[C:23](=[CH:24][CH:25]=[CH:26][CH:27]=4)[N:22]=3)[CH2:15][CH2:14]2)(=[O:10])=[O:9])=[C:4]([O:34][C:35]([F:38])([F:37])[F:36])[CH:3]=1.[H-].[Na+].I[CH3:42].